Dataset: Catalyst prediction with 721,799 reactions and 888 catalyst types from USPTO. Task: Predict which catalyst facilitates the given reaction. (1) Reactant: C([N:4]1[C:8]([CH:9]([C:11]2[CH:16]=[CH:15][C:14]([Cl:17])=[CH:13][CH:12]=2)O)=[C:7]([C:18]([O:20]CC)=O)[N:6]=[C:5]1Br)C=C.[CH3:24]S(OS(C)(=O)=O)(=O)=O.[CH3:33][N:34]1[C:38]2[CH:39]=[C:40]([NH2:44])[CH:41]=[C:42]([CH3:43])[C:37]=2[N:36]=[N:35]1. Product: [Cl:17][C:14]1[CH:13]=[CH:12][C:11]([CH:9]2[C:8]3[NH:4][C:5]([CH3:24])=[N:6][C:7]=3[C:18](=[O:20])[N:44]2[C:40]2[CH:41]=[C:42]([CH3:43])[C:37]3[N:36]=[N:35][N:34]([CH3:33])[C:38]=3[CH:39]=2)=[CH:16][CH:15]=1. The catalyst class is: 2. (2) Reactant: [OH:1][C:2]1[CH:3]=[N:4][C:5]([C:8]2[CH:9]=[C:10]([CH:25]=[CH:26][CH:27]=2)[CH2:11][C:12]2[C:17](=[O:18])[CH:16]=[CH:15][N:14]([C:19]3[CH:20]=[N:21][N:22]([CH3:24])[CH:23]=3)[N:13]=2)=[N:6][CH:7]=1.[F:28][C:29]([F:39])([CH2:37]I)[CH2:30][N:31]1[CH2:36][CH2:35][O:34][CH2:33][CH2:32]1.C([O-])([O-])=O.[K+].[K+]. Product: [F:39][C:29]([F:28])([CH2:30][N:31]1[CH2:32][CH2:33][O:34][CH2:35][CH2:36]1)[CH2:37][O:1][C:2]1[CH:3]=[N:4][C:5]([C:8]2[CH:9]=[C:10]([CH:25]=[CH:26][CH:27]=2)[CH2:11][C:12]2[C:17](=[O:18])[CH:16]=[CH:15][N:14]([C:19]3[CH:20]=[N:21][N:22]([CH3:24])[CH:23]=3)[N:13]=2)=[N:6][CH:7]=1. The catalyst class is: 31. (3) Reactant: COC1C=C(OC)C=CC=1C[N:6]1[C:11](=[O:12])[C:10]2[CH:13]=[C:14]([CH2:16][C:17]([F:20])([F:19])[F:18])[S:15][C:9]=2[N:8]([CH2:21][C:22]2[C:27]([F:28])=[CH:26][C:25]([C:29]3[C:30]([C:35]#[N:36])=[CH:31][CH:32]=[CH:33][CH:34]=3)=[CH:24][C:23]=2[F:37])[C:7]1=[O:38].FC(F)(F)C(O)=O. Product: [O:38]=[C:7]1[N:8]([CH2:21][C:22]2[C:27]([F:28])=[CH:26][C:25]([C:29]3[C:30]([C:35]#[N:36])=[CH:31][CH:32]=[CH:33][CH:34]=3)=[CH:24][C:23]=2[F:37])[C:9]2[S:15][C:14]([CH2:16][C:17]([F:20])([F:19])[F:18])=[CH:13][C:10]=2[C:11](=[O:12])[NH:6]1. The catalyst class is: 11. (4) Reactant: C[N:2]([CH:4]=[C:5]1[C:13]2[C:8](=[CH:9][N:10]=[CH:11][CH:12]=2)[NH:7][C:6]1=[O:14])[CH3:3].[S:15]([NH2:25])(=[O:24])([C:17]1[CH:22]=[CH:21]C(N)=[CH:19][CH:18]=1)=[O:16]. Product: [O:14]=[C:6]1[NH:7][C:8]2=[CH:9][N:10]=[CH:11][CH:12]=[C:13]2[C:5]1=[CH:4][NH:2][C:3]1[CH:21]=[CH:22][C:17]([S:15]([NH2:25])(=[O:24])=[O:16])=[CH:18][CH:19]=1. The catalyst class is: 502. (5) Reactant: C(OC(=O)[NH:7][C:8]([C:11](=[O:42])[NH:12][C@H:13]([CH2:33][O:34][CH2:35][C:36]1[CH:41]=[CH:40][CH:39]=[CH:38][CH:37]=1)[C:14](=[O:32])[N:15]1[CH2:20][CH2:19][N:18]2[C:21](=[O:24])[CH2:22][CH2:23][C:17]2([CH2:25][C:26]2[CH:31]=[CH:30][CH:29]=[CH:28][N:27]=2)[CH2:16]1)([CH3:10])[CH3:9])(C)(C)C.Cl. Product: [NH2:7][C:8]([CH3:10])([CH3:9])[C:11]([NH:12][C@H:13]([CH2:33][O:34][CH2:35][C:36]1[CH:37]=[CH:38][CH:39]=[CH:40][CH:41]=1)[C:14](=[O:32])[N:15]1[CH2:20][CH2:19][N:18]2[C:21](=[O:24])[CH2:22][CH2:23][C:17]2([CH2:25][C:26]2[CH:31]=[CH:30][CH:29]=[CH:28][N:27]=2)[CH2:16]1)=[O:42]. The catalyst class is: 28. (6) Reactant: [Cl:1][C:2]1[CH:22]=[CH:21][C:5]2[N:6]([CH2:17][CH2:18][CH:19]=[O:20])[C:7](=[O:16])[CH:8]([C:10]3[CH:15]=[CH:14][CH:13]=[CH:12][CH:11]=3)[O:9][C:4]=2[CH:3]=1.CC(=CC)C.P([O-])(O)(O)=[O:29].[Na+].Cl([O-])=O.[Na+]. Product: [Cl:1][C:2]1[CH:22]=[CH:21][C:5]2[N:6]([CH2:17][CH2:18][C:19]([OH:29])=[O:20])[C:7](=[O:16])[CH:8]([C:10]3[CH:11]=[CH:12][CH:13]=[CH:14][CH:15]=3)[O:9][C:4]=2[CH:3]=1. The catalyst class is: 371. (7) The catalyst class is: 13. Reactant: [Br:1][C:2]1[CH:3]=[C:4]([CH:8]=[CH:9][C:10]=1[N:11]1[C:23]2[CH2:22][CH2:21][CH2:20][C:19](=[O:24])[C:18]=2[C:17]2[C:12]1=[CH:13][CH:14]=[CH:15][CH:16]=2)[C:5]([NH2:7])=O.COC1C=CC(P2(SP(C3C=CC(OC)=CC=3)(=S)S2)=[S:34])=CC=1.C1(C)C=CC=CC=1. Product: [Br:1][C:2]1[CH:3]=[C:4]([CH:8]=[CH:9][C:10]=1[N:11]1[C:23]2[CH2:22][CH2:21][CH2:20][C:19](=[O:24])[C:18]=2[C:17]2[C:12]1=[CH:13][CH:14]=[CH:15][CH:16]=2)[C:5]([NH2:7])=[S:34].